Dataset: Forward reaction prediction with 1.9M reactions from USPTO patents (1976-2016). Task: Predict the product of the given reaction. (1) Given the reactants C([N-]C(C)C)(C)C.[Li+].[Cl:9][C:10]1[C:15]([Cl:16])=[CH:14][C:13]([Cl:17])=[CH:12][N:11]=1.[CH:18](OC)=[O:19].C([O-])(O)=O.[Na+], predict the reaction product. The product is: [Cl:9][C:10]1[C:15]([Cl:16])=[C:14]([CH:18]=[O:19])[C:13]([Cl:17])=[CH:12][N:11]=1. (2) Given the reactants [CH3:1][O:2][C:3]1[CH:4]=[C:5]([NH:9][C:10](=[O:12])[CH3:11])[CH:6]=[CH:7][CH:8]=1.[C:13]([O:17][CH2:18][CH2:19][CH2:20][CH3:21])(=[O:16])[CH:14]=[CH2:15].C1(=O)C=CC(=O)C=C1, predict the reaction product. The product is: [C:10]([NH:9][C:5]1[CH:4]=[C:3]([O:2][CH3:1])[CH:8]=[CH:7][C:6]=1/[CH:15]=[CH:14]/[C:13]([O:17][CH2:18][CH2:19][CH2:20][CH3:21])=[O:16])(=[O:12])[CH3:11].